This data is from NCI-60 drug combinations with 297,098 pairs across 59 cell lines. The task is: Regression. Given two drug SMILES strings and cell line genomic features, predict the synergy score measuring deviation from expected non-interaction effect. (1) Drug 1: C1CN1P(=S)(N2CC2)N3CC3. Drug 2: CC1=C2C(C(=O)C3(C(CC4C(C3C(C(C2(C)C)(CC1OC(=O)C(C(C5=CC=CC=C5)NC(=O)OC(C)(C)C)O)O)OC(=O)C6=CC=CC=C6)(CO4)OC(=O)C)O)C)O. Cell line: HS 578T. Synergy scores: CSS=13.8, Synergy_ZIP=-5.19, Synergy_Bliss=-1.95, Synergy_Loewe=-1.14, Synergy_HSA=-1.19. (2) Drug 1: CCCS(=O)(=O)NC1=C(C(=C(C=C1)F)C(=O)C2=CNC3=C2C=C(C=N3)C4=CC=C(C=C4)Cl)F. Drug 2: CC1=C(C(=CC=C1)Cl)NC(=O)C2=CN=C(S2)NC3=CC(=NC(=N3)C)N4CCN(CC4)CCO. Cell line: HS 578T. Synergy scores: CSS=12.6, Synergy_ZIP=-1.16, Synergy_Bliss=3.11, Synergy_Loewe=-34.3, Synergy_HSA=-2.91.